This data is from Reaction yield outcomes from USPTO patents with 853,638 reactions. The task is: Predict the reaction yield, written as a fraction of the theoretical maximum amount of product (1.0 means a 100% yield; for example, 0.34 means a 34% yield). (1) No catalyst specified. The product is [CH3:1][O:2][C:3]1[CH:26]=[C:25]([O:27][CH3:28])[CH:24]=[CH:23][C:4]=1[CH2:5][N:6]1[CH2:14][C:13]2[C:8](=[CH:9][CH:10]=[CH:11][C:12]=2[O:16][CH2:17][CH2:18][N:19]([CH3:21])[CH3:20])[CH2:7]1. The reactants are [CH3:1][O:2][C:3]1[CH:26]=[C:25]([O:27][CH3:28])[CH:24]=[CH:23][C:4]=1[CH2:5][N:6]1[C:14](=O)[C:13]2[C:8](=[CH:9][CH:10]=[CH:11][C:12]=2[O:16][CH2:17][CH2:18][N:19]([CH3:21])[CH3:20])[C:7]1=O.[H-].[Al+3].[Li+].[H-].[H-].[H-].C1COCC1. The yield is 1.03. (2) The reactants are [CH:1]1([NH2:4])[CH2:3][CH2:2]1.[F:5][C:6]1[CH:7]=[C:8]([CH:12]=[CH:13][C:14]=1[F:15])[C:9](O)=[O:10]. No catalyst specified. The product is [CH:1]1([NH:4][C:9](=[O:10])[C:8]2[CH:12]=[CH:13][C:14]([F:15])=[C:6]([F:5])[CH:7]=2)[CH2:3][CH2:2]1. The yield is 0.890.